This data is from Peptide-MHC class I binding affinity with 185,985 pairs from IEDB/IMGT. The task is: Regression. Given a peptide amino acid sequence and an MHC pseudo amino acid sequence, predict their binding affinity value. This is MHC class I binding data. (1) The peptide sequence is FDPTLAYTYEA. The MHC is Mamu-B01 with pseudo-sequence Mamu-B01. The binding affinity (normalized) is 0. (2) The peptide sequence is ETDQMDTIY. The MHC is HLA-A01:01 with pseudo-sequence HLA-A01:01. The binding affinity (normalized) is 1.00.